From a dataset of Catalyst prediction with 721,799 reactions and 888 catalyst types from USPTO. Predict which catalyst facilitates the given reaction. (1) Reactant: [CH3:1][CH2:2][O:3][C:4]([CH3:6])=[O:5].C([N-]C(C)C)(C)C.[Li+].[F:15][C:16]1([F:30])[CH2:21][CH2:20][CH:19](/[CH:22]=[N:23]/[S@:24]([C:26]([CH3:29])([CH3:28])[CH3:27])=[O:25])[CH2:18][CH2:17]1. Product: [F:30][C:16]1([F:15])[CH2:21][CH2:20][CH:19]([C@H:22]([NH:23][S@:24]([C:26]([CH3:28])([CH3:27])[CH3:29])=[O:25])[CH2:6][C:4]([O:3][CH2:2][CH3:1])=[O:5])[CH2:18][CH2:17]1. The catalyst class is: 1. (2) Reactant: CS([C:5]1[N:6]=[C:7]([NH:26][C:27]2[CH:32]=[CH:31][C:30]([C:33]([F:36])([F:35])[F:34])=[CH:29][CH:28]=2)[C:8]2[CH2:14][CH2:13][N:12]([C:15]3[C:20]([C:21]([F:24])([F:23])[F:22])=[CH:19][CH:18]=[CH:17][N:16]=3)[CH2:11][CH2:10][C:9]=2[N:25]=1)(=O)=O.[CH3:37][O-:38].[Na+]. Product: [CH3:37][O:38][C:5]1[N:6]=[C:7]([NH:26][C:27]2[CH:32]=[CH:31][C:30]([C:33]([F:36])([F:35])[F:34])=[CH:29][CH:28]=2)[C:8]2[CH2:14][CH2:13][N:12]([C:15]3[C:20]([C:21]([F:24])([F:23])[F:22])=[CH:19][CH:18]=[CH:17][N:16]=3)[CH2:11][CH2:10][C:9]=2[N:25]=1. The catalyst class is: 467. (3) Reactant: [C:1]1([NH:7][C:8]2[C:17]3[CH:18]=[CH:19][S:20][C:16]=3[C:15]3[CH:14]=[CH:13][C:12]([C:21]#[N:22])=[CH:11][C:10]=3[N:9]=2)[CH:6]=[CH:5][CH:4]=[CH:3][CH:2]=1.[OH:23]O.[OH-].[Na+].O. Product: [C:1]1([NH:7][C:8]2[C:17]3[CH:18]=[CH:19][S:20][C:16]=3[C:15]3[CH:14]=[CH:13][C:12]([C:21]([NH2:22])=[O:23])=[CH:11][C:10]=3[N:9]=2)[CH:2]=[CH:3][CH:4]=[CH:5][CH:6]=1. The catalyst class is: 37. (4) Reactant: C([O:5][C:6]1[CH:11]=[CH:10][C:9]([C@H:12]([NH2:14])[CH3:13])=[CH:8][CH:7]=1)(C)(C)C.[OH-].[Na+]. Product: [NH2:14][C@@H:12]([C:9]1[CH:10]=[CH:11][C:6]([OH:5])=[CH:7][CH:8]=1)[CH3:13]. The catalyst class is: 33. (5) Reactant: [CH2:1]([O:5][C:6]1[CH:10]=[C:9]([CH2:11][CH2:12][C:13]([OH:15])=O)[N:8]([CH2:16][C:17]2[CH:22]=[CH:21][C:20]([Cl:23])=[CH:19][C:18]=2[Cl:24])[N:7]=1)[CH2:2][CH2:3][CH3:4].[CH2:25]([S:30]([NH2:33])(=[O:32])=[O:31])[CH2:26][CH2:27][CH2:28][CH3:29].N12CCCN=C1CCCCC2. Product: [CH2:1]([O:5][C:6]1[CH:10]=[C:9]([CH2:11][CH2:12][C:13]([NH:33][S:30]([CH2:25][CH2:26][CH2:27][CH2:28][CH3:29])(=[O:32])=[O:31])=[O:15])[N:8]([CH2:16][C:17]2[CH:22]=[CH:21][C:20]([Cl:23])=[CH:19][C:18]=2[Cl:24])[N:7]=1)[CH2:2][CH2:3][CH3:4]. The catalyst class is: 7. (6) Reactant: [CH:1]1([C:4]2[C:9]([N+:10]([O-])=O)=[CH:8][C:7]([N:13]3[C:21](=[O:22])[C:20]4[C:15](=[CH:16][CH:17]=[CH:18][CH:19]=4)[C:14]3=[O:23])=[CH:6][C:5]=2[C:24]([F:27])([F:26])[F:25])[CH2:3][CH2:2]1.O.O.Cl[Sn]Cl.Cl. Product: [NH2:10][C:9]1[CH:8]=[C:7]([N:13]2[C:14](=[O:23])[C:15]3[C:20](=[CH:19][CH:18]=[CH:17][CH:16]=3)[C:21]2=[O:22])[CH:6]=[C:5]([C:24]([F:25])([F:26])[F:27])[C:4]=1[CH:1]1[CH2:3][CH2:2]1. The catalyst class is: 14. (7) Reactant: N[CH2:2][C:3]([N:5]1[CH2:9][C@H:8]([NH:10][C:11](=[O:18])[C:12]2[CH:17]=[CH:16][CH:15]=[CH:14][CH:13]=2)[CH2:7][C@H:6]1[C:19]([OH:21])=[O:20])=[O:4].[CH2:22]=O.[C:24]([BH3-])#[N:25].[Na+]. Product: [C:11]([NH:10][C@H:8]1[CH2:9][N:5]([C:3](=[O:4])[CH2:2][N:25]([CH3:24])[CH3:22])[C@H:6]([C:19]([OH:21])=[O:20])[CH2:7]1)(=[O:18])[C:12]1[CH:17]=[CH:16][CH:15]=[CH:14][CH:13]=1. The catalyst class is: 5. (8) Reactant: Cl[C:2]1[C:3]2[C:10]([I:11])=[CH:9][N:8]([C:12]3[CH:13]=[C:14]([CH3:18])[CH:15]=[CH:16][CH:17]=3)[C:4]=2[N:5]=[CH:6][N:7]=1.[O:19]1[CH2:24][CH2:23][CH:22]([NH2:25])[CH2:21][CH2:20]1.CC([O-])=O.[Na+]. Product: [I:11][C:10]1[C:3]2[C:2]([NH:25][CH:22]3[CH2:23][CH2:24][O:19][CH2:20][CH2:21]3)=[N:7][CH:6]=[N:5][C:4]=2[N:8]([C:12]2[CH:13]=[C:14]([CH3:18])[CH:15]=[CH:16][CH:17]=2)[CH:9]=1. The catalyst class is: 8. (9) Reactant: [Br:1][C:2]1[CH:3]=[C:4]([CH:8]=[C:9]([I:11])[CH:10]=1)[C:5](O)=[O:6].Cl.[O:13]([NH2:15])[CH3:14].CN(C(ON1N=NC2C=CC=NC1=2)=[N+](C)C)C.F[P-](F)(F)(F)(F)F.CCN(C(C)C)C(C)C. Product: [Br:1][C:2]1[CH:3]=[C:4]([CH:8]=[C:9]([I:11])[CH:10]=1)[C:5]([NH:15][O:13][CH3:14])=[O:6]. The catalyst class is: 34.